From a dataset of NCI-60 drug combinations with 297,098 pairs across 59 cell lines. Regression. Given two drug SMILES strings and cell line genomic features, predict the synergy score measuring deviation from expected non-interaction effect. (1) Drug 1: CC=C1C(=O)NC(C(=O)OC2CC(=O)NC(C(=O)NC(CSSCCC=C2)C(=O)N1)C(C)C)C(C)C. Drug 2: C1=CN(C=N1)CC(O)(P(=O)(O)O)P(=O)(O)O. Cell line: HCT116. Synergy scores: CSS=57.2, Synergy_ZIP=-0.366, Synergy_Bliss=-3.12, Synergy_Loewe=-41.1, Synergy_HSA=-3.25. (2) Synergy scores: CSS=12.1, Synergy_ZIP=-1.73, Synergy_Bliss=-1.65, Synergy_Loewe=4.17, Synergy_HSA=1.69. Cell line: HS 578T. Drug 2: CC1CCC2CC(C(=CC=CC=CC(CC(C(=O)C(C(C(=CC(C(=O)CC(OC(=O)C3CCCCN3C(=O)C(=O)C1(O2)O)C(C)CC4CCC(C(C4)OC)O)C)C)O)OC)C)C)C)OC. Drug 1: CN1C2=C(C=C(C=C2)N(CCCl)CCCl)N=C1CCCC(=O)O.Cl. (3) Drug 1: CC1=CC=C(C=C1)C2=CC(=NN2C3=CC=C(C=C3)S(=O)(=O)N)C(F)(F)F. Drug 2: C1=CC=C(C(=C1)C(C2=CC=C(C=C2)Cl)C(Cl)Cl)Cl. Cell line: NCIH23. Synergy scores: CSS=0.720, Synergy_ZIP=0.738, Synergy_Bliss=3.09, Synergy_Loewe=2.97, Synergy_HSA=1.62. (4) Drug 1: CN1CCC(CC1)COC2=C(C=C3C(=C2)N=CN=C3NC4=C(C=C(C=C4)Br)F)OC. Drug 2: C(CC(=O)O)C(=O)CN.Cl. Cell line: NCI-H322M. Synergy scores: CSS=42.8, Synergy_ZIP=-4.13, Synergy_Bliss=-2.73, Synergy_Loewe=-2.02, Synergy_HSA=0.155.